From a dataset of Forward reaction prediction with 1.9M reactions from USPTO patents (1976-2016). Predict the product of the given reaction. (1) The product is: [NH2:15][C:14]1[C:9]([OH:8])=[N:10][C:11]([N:26]2[CH:30]=[CH:29][CH:28]=[N:27]2)=[N:12][CH:13]=1. Given the reactants C([O:8][C:9]1[C:14]([NH:15]C(=O)OCC2C=CC=CC=2)=[CH:13][N:12]=[C:11]([N:26]2[CH:30]=[CH:29][CH:28]=[N:27]2)[N:10]=1)C1C=CC=CC=1.[H][H], predict the reaction product. (2) The product is: [Br:22][C:23]([CH3:28])([CH3:27])[C:24]([N:11]([CH:2]1[CH:3]2[CH2:9][CH:7]3[CH2:6][CH:5]([CH2:10][CH:1]1[CH2:8]3)[CH2:4]2)[NH:12][C:13]1[CH:18]=[CH:17][CH:16]=[CH:15][C:14]=1[N+:19]([O-:21])=[O:20])=[O:25]. Given the reactants [CH:1]12[CH2:10][CH:5]3[CH2:6][CH:7]([CH2:9][CH:3]([CH2:4]3)[CH:2]1[NH:11][NH:12][C:13]1[CH:18]=[CH:17][CH:16]=[CH:15][C:14]=1[N+:19]([O-:21])=[O:20])[CH2:8]2.[Br:22][C:23]([CH3:28])([CH3:27])[C:24](Br)=[O:25], predict the reaction product. (3) Given the reactants OO.C(OCC)(=O)C.[Br:9][C:10]1[CH2:14][CH:13]([C:15]([NH:17][C:18]2[CH:23]=[CH:22][C:21]([Cl:24])=[CH:20][C:19]=2[C:25](=[O:32])[NH:26][CH:27]([CH:29]2[CH2:31][CH2:30]2)[CH3:28])=[O:16])[N:12]([C:33]2[C:38]([Cl:39])=[CH:37][CH:36]=[CH:35][N:34]=2)[N:11]=1, predict the reaction product. The product is: [Br:9][C:10]1[CH:14]=[C:13]([C:15]([NH:17][C:18]2[CH:23]=[CH:22][C:21]([Cl:24])=[CH:20][C:19]=2[C:25](=[O:32])[NH:26][CH:27]([CH:29]2[CH2:31][CH2:30]2)[CH3:28])=[O:16])[N:12]([C:33]2[C:38]([Cl:39])=[CH:37][CH:36]=[CH:35][N:34]=2)[N:11]=1. (4) Given the reactants [Cl:1][C:2]1[C:3]([C:14]2[N:19]([CH2:20][C:21]3[CH:26]=[CH:25][C:24]([C:27]([CH3:30])([CH3:29])[CH3:28])=[CH:23][CH:22]=3)[C:18](=[O:31])[CH:17]=[C:16]([OH:32])[N:15]=2)=[C:4]([C:8]2[CH:13]=[CH:12][CH:11]=[CH:10][CH:9]=2)[CH:5]=[CH:6][CH:7]=1.[Cl-].C[Al+]C.CCCCCC.C(C1C=CC([CH2:51][NH2:52])=CC=1)(C)(C)C.ClC1C=CC=C(C2C=CC=CC=2)C=1C#N.C(OCC)(=O)[CH2:71][C:72]([O:74]CC)=[O:73].C[O-:82].[Na+].CO, predict the reaction product. The product is: [Cl:1][C:2]1[C:3]([C:14]2[N:19]([CH2:20][C:21]3[CH:22]=[CH:23][C:24]([C:27]([CH3:28])([CH3:29])[CH3:30])=[CH:25][CH:26]=3)[C:18](=[O:31])[C:17]([C:51]([NH:52][CH2:71][C:72]([OH:74])=[O:73])=[O:82])=[C:16]([OH:32])[N:15]=2)=[C:4]([C:8]2[CH:13]=[CH:12][CH:11]=[CH:10][CH:9]=2)[CH:5]=[CH:6][CH:7]=1. (5) Given the reactants C(N(CC)CC)C.Cl[C:9]1[CH:16]=[CH:15][C:12]([C:13]#[N:14])=[CH:11][N:10]=1.[CH3:17][C@H:18]1[CH2:23][NH:22][CH2:21][CH2:20][NH:19]1.Cl.C(N(CC)CC)C, predict the reaction product. The product is: [CH3:17][C@@H:18]1[NH:19][CH2:20][CH2:21][N:22]([C:9]2[CH:16]=[CH:15][C:12]([C:13]#[N:14])=[CH:11][N:10]=2)[CH2:23]1. (6) The product is: [Cl:1][C:2]1[CH:7]=[C:6]([Cl:8])[CH:5]=[CH:4][C:3]=1[C:9]1[CH:10]=[C:11]([S:29][CH2:41][CH2:42][CH3:43])[C:12]2[O:21][CH:20]3[CH:15]([CH2:16][N:17]([C:22]([O:24][C:25]([CH3:26])([CH3:28])[CH3:27])=[O:23])[CH2:18][CH2:19]3)[C:13]=2[CH:14]=1. Given the reactants [Cl:1][C:2]1[CH:7]=[C:6]([Cl:8])[CH:5]=[CH:4][C:3]=1[C:9]1[CH:10]=[C:11]([S:29][Si](C(C)C)(C(C)C)C(C)C)[C:12]2[O:21][CH:20]3[CH:15]([CH2:16][N:17]([C:22]([O:24][C:25]([CH3:28])([CH3:27])[CH3:26])=[O:23])[CH2:18][CH2:19]3)[C:13]=2[CH:14]=1.I[CH2:41][CH2:42][CH3:43].[F-].[Cs+], predict the reaction product. (7) Given the reactants [Cl:1][C:2]1[CH:3]=[C:4]2[C:9](=[CH:10][C:11]=1[O:12][C:13]1[CH:18]=[CH:17][C:16]([C:19](=[O:36])[NH:20][CH2:21][CH2:22][C:23]3[CH:28]=[CH:27][CH:26]=[C:25]([O:29][C:30]4[CH:35]=[CH:34][CH:33]=[CH:32][CH:31]=4)[CH:24]=3)=[CH:15][CH:14]=1)[O:8][CH2:7][CH2:6][CH:5]2[C:37]([OH:39])=[O:38].C[O-].[Na+:42], predict the reaction product. The product is: [Cl:1][C:2]1[CH:3]=[C:4]2[C:9](=[CH:10][C:11]=1[O:12][C:13]1[CH:14]=[CH:15][C:16]([C:19](=[O:36])[NH:20][CH2:21][CH2:22][C:23]3[CH:28]=[CH:27][CH:26]=[C:25]([O:29][C:30]4[CH:31]=[CH:32][CH:33]=[CH:34][CH:35]=4)[CH:24]=3)=[CH:17][CH:18]=1)[O:8][CH2:7][CH2:6][CH:5]2[C:37]([O-:39])=[O:38].[Na+:42]. (8) Given the reactants [CH2:1]([O:3][C:4](=[O:25])[C:5]1[CH:10]=[C:9]([F:11])[CH:8]=[C:7]([S:12][C:13]2[C:21]3[C:16](=[C:17]([F:23])[C:18]([Cl:22])=[CH:19][CH:20]=3)[NH:15][C:14]=2[CH3:24])[CH:6]=1)[CH3:2].Br[C:27]1[CH:28]=[N:29][N:30]([CH:32]([CH3:34])[CH3:33])[CH:31]=1, predict the reaction product. The product is: [CH2:1]([O:3][C:4](=[O:25])[C:5]1[CH:10]=[C:9]([F:11])[CH:8]=[C:7]([S:12][C:13]2[C:21]3[C:16](=[C:17]([F:23])[C:18]([Cl:22])=[CH:19][CH:20]=3)[N:15]([C:27]3[CH:28]=[N:29][N:30]([CH:32]([CH3:34])[CH3:33])[CH:31]=3)[C:14]=2[CH3:24])[CH:6]=1)[CH3:2]. (9) Given the reactants C(OC([N:8]1[CH2:13][CH2:12][CH:11]([NH:14][C:15]2[CH:20]=[CH:19][CH:18]=[C:17]([C:21]3[CH:26]=[CH:25][N:24]=[C:23](Cl)[N:22]=3)[CH:16]=2)[CH2:10][CH2:9]1)=O)(C)(C)C.[S:28]1[CH:32]=[CH:31][CH:30]=[C:29]1[CH2:33][CH2:34][NH2:35], predict the reaction product. The product is: [NH:8]1[CH2:9][CH2:10][CH:11]([NH:14][C:15]2[CH:16]=[C:17]([C:21]3[CH:26]=[CH:25][N:24]=[C:23]([NH:35][CH2:34][CH2:33][C:29]4[S:28][CH:32]=[CH:31][CH:30]=4)[N:22]=3)[CH:18]=[CH:19][CH:20]=2)[CH2:12][CH2:13]1.